Dataset: Forward reaction prediction with 1.9M reactions from USPTO patents (1976-2016). Task: Predict the product of the given reaction. (1) Given the reactants [CH2:1]([N:8]1[CH2:13][CH2:12][O:11][CH:10]([C:14](O)=[O:15])[CH2:9]1)[C:2]1[CH:7]=[CH:6][CH:5]=[CH:4][CH:3]=1.C(N(CC)CC)C.C(Cl)(=O)OCC.[BH4-].[Na+].C(O)(=O)CC(CC(O)=O)(C(O)=O)O, predict the reaction product. The product is: [CH2:1]([N:8]1[CH2:13][CH2:12][O:11][CH:10]([CH2:14][OH:15])[CH2:9]1)[C:2]1[CH:3]=[CH:4][CH:5]=[CH:6][CH:7]=1. (2) Given the reactants [CH:1]([O:4][C:5]1[CH:10]=[CH:9][C:8](B2OC(C)(C)C(C)(C)O2)=[CH:7][N:6]=1)([CH3:3])[CH3:2].[OH:20][C:21]1[CH:26]=[CH:25][C:24](/[CH:27]=[CH:28]/[C:29](=[O:31])[CH3:30])=[CH:23][CH:22]=1, predict the reaction product. The product is: [CH:1]([O:4][C:5]1[N:6]=[CH:7][C:8]([O:20][C:21]2[CH:22]=[CH:23][C:24](/[CH:27]=[CH:28]/[C:29](=[O:31])[CH3:30])=[CH:25][CH:26]=2)=[CH:9][CH:10]=1)([CH3:2])[CH3:3]. (3) Given the reactants NC1C=C(Cl)C(C)=CC=1C(C1C=CC=CC=1Cl)=O.NC1C(C)=NN(CC=C)C=1Cl.[Cl:30][C:31]1[C:55]([CH3:56])=[CH:54][C:34]2[C:35]([C:47]3[CH:52]=[CH:51][CH:50]=[CH:49][C:48]=3[Cl:53])=[N:36][C:37]3[C:38]([N:40](CC=C)[NH:41][C:42]=3[CH3:43])=[N:39][C:33]=2[CH:32]=1.[H-].C([Al+]CC(C)C)C(C)C, predict the reaction product. The product is: [Cl:30][C:31]1[C:55]([CH3:56])=[CH:54][C:34]2[C:35]([C:47]3[CH:52]=[CH:51][CH:50]=[CH:49][C:48]=3[Cl:53])=[N:36][C:37]3[C:38]([NH:40][NH:41][C:42]=3[CH3:43])=[N:39][C:33]=2[CH:32]=1. (4) Given the reactants [C:1]1([OH:11])[C:10]2[CH2:9][CH2:8][CH2:7][CH2:6][C:5]=2[CH:4]=[CH:3][CH:2]=1.[OH-].[K+].C(Cl)(Cl)Cl.Cl.[CH2:19]([OH:21])C, predict the reaction product. The product is: [OH:11][C:1]1[C:10]2[CH2:9][CH2:8][CH2:7][CH2:6][C:5]=2[C:4]([CH:19]=[O:21])=[CH:3][CH:2]=1. (5) Given the reactants [CH3:1][O:2][CH2:3][CH2:4][CH2:5][CH2:6][CH:7]([NH:20][C:21]1[CH:26]=[CH:25][C:24]([C:27]([N:29]([CH3:37])[CH2:30][CH2:31][C:32]([O:34]CC)=[O:33])=[O:28])=[CH:23][CH:22]=1)[C:8]1[O:9][C:10]2[CH:17]=[CH:16][C:15]([O:18][CH3:19])=[CH:14][C:11]=2[C:12]=1[CH3:13].O1CCCC1.[OH-].[Na+], predict the reaction product. The product is: [CH3:1][O:2][CH2:3][CH2:4][CH2:5][CH2:6][CH:7]([NH:20][C:21]1[CH:22]=[CH:23][C:24]([C:27]([N:29]([CH3:37])[CH2:30][CH2:31][C:32]([OH:34])=[O:33])=[O:28])=[CH:25][CH:26]=1)[C:8]1[O:9][C:10]2[CH:17]=[CH:16][C:15]([O:18][CH3:19])=[CH:14][C:11]=2[C:12]=1[CH3:13]. (6) Given the reactants Br[CH2:2][CH2:3][N:4]1[C:8]([CH2:9][O:10][C:11]2[C:20]3[C:15](=[CH:16][CH:17]=[CH:18][CH:19]=3)[C:14]3=[N:21][N:22]=[C:23]([C:24]4[CH:28]=[C:27]([CH3:29])[O:26][N:25]=4)[N:13]3[N:12]=2)=[CH:7][N:6]=[N:5]1.[NH:30]([CH3:32])[CH3:31], predict the reaction product. The product is: [CH3:31][N:30]([CH2:2][CH2:3][N:4]1[C:8]([CH2:9][O:10][C:11]2[C:20]3[C:15](=[CH:16][CH:17]=[CH:18][CH:19]=3)[C:14]3=[N:21][N:22]=[C:23]([C:24]4[CH:28]=[C:27]([CH3:29])[O:26][N:25]=4)[N:13]3[N:12]=2)=[CH:7][N:6]=[N:5]1)[CH3:32]. (7) Given the reactants [N:1]1[CH:6]=[CH:5][CH:4]=[CH:3][C:2]=1[C:7]1[N:12]=[C:11]([CH3:13])[C:10]([C:14]([OH:16])=O)=[CH:9][N:8]=1.[CH2:17]([C:19]1[C:27]2[C:22](=[CH:23][CH:24]=[C:25]([C:28]([F:31])([F:30])[F:29])[CH:26]=2)[N:21]([NH2:32])[CH:20]=1)[CH3:18].C[N+]1(C2N=C(OC)N=C(OC)N=2)CCOCC1.[Cl-], predict the reaction product. The product is: [CH2:17]([C:19]1[C:27]2[C:22](=[CH:23][CH:24]=[C:25]([C:28]([F:29])([F:31])[F:30])[CH:26]=2)[N:21]([NH:32][C:14]([C:10]2[C:11]([CH3:13])=[N:12][C:7]([C:2]3[CH:3]=[CH:4][CH:5]=[CH:6][N:1]=3)=[N:8][CH:9]=2)=[O:16])[CH:20]=1)[CH3:18].